This data is from Catalyst prediction with 721,799 reactions and 888 catalyst types from USPTO. The task is: Predict which catalyst facilitates the given reaction. Reactant: [C:1]([O:5][C:6](=[O:16])[N:7]([C:9]1[CH:14]=[CH:13][C:12](Br)=[CH:11][N:10]=1)[CH3:8])([CH3:4])([CH3:3])[CH3:2].C([Li])CCC.[B:22]([O:31][CH:32]([CH3:34])[CH3:33])([O:27][CH:28]([CH3:30])[CH3:29])OC(C)C.OCC(C)(CO)C. Product: [C:1]([O:5][C:6](=[O:16])[N:7]([CH3:8])[C:9]1[CH:14]=[CH:13][C:12]([B:22]2[O:27][C:28]([CH3:29])([CH3:30])[C:32]([CH3:33])([CH3:34])[O:31]2)=[CH:11][N:10]=1)([CH3:4])([CH3:3])[CH3:2]. The catalyst class is: 1.